This data is from NCI-60 drug combinations with 297,098 pairs across 59 cell lines. The task is: Regression. Given two drug SMILES strings and cell line genomic features, predict the synergy score measuring deviation from expected non-interaction effect. (1) Drug 1: C1CN1P(=S)(N2CC2)N3CC3. Cell line: HOP-62. Synergy scores: CSS=27.7, Synergy_ZIP=6.02, Synergy_Bliss=7.18, Synergy_Loewe=-4.51, Synergy_HSA=3.89. Drug 2: CN1C(=O)N2C=NC(=C2N=N1)C(=O)N. (2) Drug 1: C1CCC(CC1)NC(=O)N(CCCl)N=O. Drug 2: CC1=CC=C(C=C1)C2=CC(=NN2C3=CC=C(C=C3)S(=O)(=O)N)C(F)(F)F. Cell line: LOX IMVI. Synergy scores: CSS=35.1, Synergy_ZIP=-8.85, Synergy_Bliss=-3.77, Synergy_Loewe=-5.87, Synergy_HSA=-2.00. (3) Synergy scores: CSS=15.4, Synergy_ZIP=-2.12, Synergy_Bliss=2.18, Synergy_Loewe=0.00198, Synergy_HSA=1.49. Drug 1: C1=CC(=CC=C1CCC2=CNC3=C2C(=O)NC(=N3)N)C(=O)NC(CCC(=O)O)C(=O)O. Cell line: SK-MEL-2. Drug 2: CCCCC(=O)OCC(=O)C1(CC(C2=C(C1)C(=C3C(=C2O)C(=O)C4=C(C3=O)C=CC=C4OC)O)OC5CC(C(C(O5)C)O)NC(=O)C(F)(F)F)O. (4) Drug 1: CCC1=CC2CC(C3=C(CN(C2)C1)C4=CC=CC=C4N3)(C5=C(C=C6C(=C5)C78CCN9C7C(C=CC9)(C(C(C8N6C)(C(=O)OC)O)OC(=O)C)CC)OC)C(=O)OC.C(C(C(=O)O)O)(C(=O)O)O. Drug 2: C1=NNC2=C1C(=O)NC=N2. Cell line: SK-MEL-2. Synergy scores: CSS=55.5, Synergy_ZIP=0.943, Synergy_Bliss=1.03, Synergy_Loewe=-72.8, Synergy_HSA=-2.47. (5) Drug 1: CS(=O)(=O)CCNCC1=CC=C(O1)C2=CC3=C(C=C2)N=CN=C3NC4=CC(=C(C=C4)OCC5=CC(=CC=C5)F)Cl. Drug 2: C1C(C(OC1N2C=NC3=C2NC=NCC3O)CO)O. Cell line: SN12C. Synergy scores: CSS=2.77, Synergy_ZIP=-1.27, Synergy_Bliss=-0.804, Synergy_Loewe=-0.913, Synergy_HSA=0.0751. (6) Synergy scores: CSS=0.610, Synergy_ZIP=-1.08, Synergy_Bliss=-2.53, Synergy_Loewe=-0.608, Synergy_HSA=-1.65. Drug 1: C1CN(P(=O)(OC1)NCCCl)CCCl. Cell line: HS 578T. Drug 2: CC(C)CN1C=NC2=C1C3=CC=CC=C3N=C2N.